This data is from Full USPTO retrosynthesis dataset with 1.9M reactions from patents (1976-2016). The task is: Predict the reactants needed to synthesize the given product. Given the product [F:1][C:2]1[C:3]([O:31][CH3:32])=[CH:4][C:5]([CH2:26][C:27]([F:29])([F:28])[F:30])=[C:6]([C:8]2[N+:13]([O-:41])=[CH:12][C:11]3[C:14]([I:25])=[N:15][N:16]([CH2:17][O:18][CH2:19][CH2:20][Si:21]([CH3:24])([CH3:22])[CH3:23])[C:10]=3[CH:9]=2)[CH:7]=1, predict the reactants needed to synthesize it. The reactants are: [F:1][C:2]1[C:3]([O:31][CH3:32])=[CH:4][C:5]([CH2:26][C:27]([F:30])([F:29])[F:28])=[C:6]([C:8]2[N:13]=[CH:12][C:11]3[C:14]([I:25])=[N:15][N:16]([CH2:17][O:18][CH2:19][CH2:20][Si:21]([CH3:24])([CH3:23])[CH3:22])[C:10]=3[CH:9]=2)[CH:7]=1.C1C=C(Cl)C=C(C(OO)=[O:41])C=1.